From a dataset of Forward reaction prediction with 1.9M reactions from USPTO patents (1976-2016). Predict the product of the given reaction. (1) Given the reactants [CH3:1][O:2][C:3](=[O:11])[C:4]1[CH:9]=[CH:8][CH:7]=[CH:6][C:5]=1[NH2:10].[Br:12][C:13]1[CH:21]=[CH:20][C:16]([C:17](Cl)=[O:18])=[CH:15][C:14]=1[CH3:22].C(N(CC)CC)C, predict the reaction product. The product is: [CH3:1][O:2][C:3](=[O:11])[C:4]1[CH:9]=[CH:8][CH:7]=[CH:6][C:5]=1[NH:10][C:17](=[O:18])[C:16]1[CH:20]=[CH:21][C:13]([Br:12])=[C:14]([CH3:22])[CH:15]=1. (2) Given the reactants [CH:1]1[C:9]2[C:8]3[CH:10]=[CH:11][CH:12]=[CH:13][C:7]=3[O:6][C:5]=2[C:4]([C:14]2[CH:19]=[CH:18][C:17]([CH2:20][NH2:21])=[CH:16][CH:15]=2)=[CH:3][CH:2]=1.[F:22][C:23]([F:33])([F:32])[C:24]1[CH:31]=[CH:30][C:27]([CH:28]=O)=[CH:26][CH:25]=1, predict the reaction product. The product is: [CH:1]1[C:9]2[C:8]3[CH:10]=[CH:11][CH:12]=[CH:13][C:7]=3[O:6][C:5]=2[C:4]([C:14]2[CH:15]=[CH:16][C:17]([CH2:20][NH:21][CH2:28][C:27]3[CH:26]=[CH:25][C:24]([C:23]([F:22])([F:32])[F:33])=[CH:31][CH:30]=3)=[CH:18][CH:19]=2)=[CH:3][CH:2]=1. (3) Given the reactants [OH:1][CH2:2][C:3]([CH2:14][OH:15])([C:9]([O:11][CH2:12][CH3:13])=[O:10])[C:4]([O:6][CH2:7][CH3:8])=[O:5].[CH3:16][C:17]([CH3:19])=O.COC(OC)(C)C.S(=O)(=O)(O)O, predict the reaction product. The product is: [CH3:16][C:17]1([CH3:19])[O:1][CH2:2][C:3]([C:4]([O:6][CH2:7][CH3:8])=[O:5])([C:9]([O:11][CH2:12][CH3:13])=[O:10])[CH2:14][O:15]1.